Dataset: Forward reaction prediction with 1.9M reactions from USPTO patents (1976-2016). Task: Predict the product of the given reaction. (1) Given the reactants CS(C)=O.C(Cl)(=O)C(Cl)=O.[CH2:11]([N:18]1[CH2:23][CH:22]2[CH:20]([CH:21]2[CH2:24][OH:25])[CH2:19]1)[C:12]1[CH:17]=[CH:16][CH:15]=[CH:14][CH:13]=1.C(N(CC)CC)C, predict the reaction product. The product is: [CH2:11]([N:18]1[CH2:23][CH:22]2[CH:20]([CH:21]2[CH:24]=[O:25])[CH2:19]1)[C:12]1[CH:13]=[CH:14][CH:15]=[CH:16][CH:17]=1. (2) Given the reactants [NH2:1][C:2]1[C:7]([C:8]([F:11])([F:10])[F:9])=[CH:6][CH:5]=[CH:4][C:3]=1[C:12]([C:14]1[CH:19]=[CH:18][CH:17]=[C:16]([OH:20])[CH:15]=1)=O.[C:21]1([CH3:30])[CH:26]=[CH:25][C:24]([CH2:27][CH:28]=O)=[CH:23][CH:22]=1, predict the reaction product. The product is: [CH3:30][C:21]1[CH:26]=[CH:25][C:24]([C:27]2[CH:28]=[N:1][C:2]3[C:3]([C:12]=2[C:14]2[CH:15]=[C:16]([OH:20])[CH:17]=[CH:18][CH:19]=2)=[CH:4][CH:5]=[CH:6][C:7]=3[C:8]([F:11])([F:10])[F:9])=[CH:23][CH:22]=1.